From a dataset of Forward reaction prediction with 1.9M reactions from USPTO patents (1976-2016). Predict the product of the given reaction. Given the reactants C([O:5][C@H:6]([C@H:8]1[CH2:12][O:11][C:10](=[O:13])[N:9]1[C:14]1[C:19]([F:20])=[CH:18][N:17]=[C:16]([F:21])[N:15]=1)[CH3:7])(C)(C)C.C(O)(C(F)(F)F)=O, predict the reaction product. The product is: [F:21][C:16]1[N:15]=[C:14]([N:9]2[C@@H:8]([C@@H:6]([OH:5])[CH3:7])[CH2:12][O:11][C:10]2=[O:13])[C:19]([F:20])=[CH:18][N:17]=1.